From a dataset of Reaction yield outcomes from USPTO patents with 853,638 reactions. Predict the reaction yield, written as a fraction of the theoretical maximum amount of product (1.0 means a 100% yield; for example, 0.34 means a 34% yield). (1) The reactants are [F:1][C:2]1[CH:7]=[C:6]([F:8])[CH:5]=[CH:4][C:3]=1[CH:9]1[O:13]C(=O)[NH:11][CH:10]1[CH2:15][C:16]1[CH:21]=[CH:20][C:19]([C:22]([F:25])([F:24])[F:23])=[CH:18][CH:17]=1.[OH-].[Na+]. The catalyst is C(O)C. The product is [NH2:11][CH:10]([CH2:15][C:16]1[CH:21]=[CH:20][C:19]([C:22]([F:25])([F:24])[F:23])=[CH:18][CH:17]=1)[CH:9]([C:3]1[CH:4]=[CH:5][C:6]([F:8])=[CH:7][C:2]=1[F:1])[OH:13]. The yield is 0.700. (2) The reactants are [Cl:1][C:2]1[N:10]=[C:9]2[C:5]([N:6]=[C:7]([CH2:12][CH:13]=O)[N:8]2[CH3:11])=[C:4]([N:15]2[CH2:20][CH2:19][O:18][CH2:17][CH2:16]2)[N:3]=1.[CH:21]([CH:24]1[NH:29][C:28](=[O:30])[CH2:27][NH:26][CH2:25]1)([CH3:23])[CH3:22].C(O[BH-](OC(=O)C)OC(=O)C)(=O)C.[Na+]. The catalyst is ClCCCl. The product is [Cl:1][C:2]1[N:10]=[C:9]2[C:5]([N:6]=[C:7]([CH2:12][CH2:13][N:26]3[CH2:25][CH:24]([CH:21]([CH3:23])[CH3:22])[NH:29][C:28](=[O:30])[CH2:27]3)[N:8]2[CH3:11])=[C:4]([N:15]2[CH2:20][CH2:19][O:18][CH2:17][CH2:16]2)[N:3]=1. The yield is 0.350.